This data is from Reaction yield outcomes from USPTO patents with 853,638 reactions. The task is: Predict the reaction yield, written as a fraction of the theoretical maximum amount of product (1.0 means a 100% yield; for example, 0.34 means a 34% yield). (1) The reactants are [O:1]1[CH2:6][CH2:5][CH2:4][CH2:3][CH:2]1[CH2:7][O:8][N:9]1C(=O)C2C(=CC=CC=2)C1=O.NN.[CH3:22][O:23][C:24]1[CH:29]=[CH:28][C:27]([S:30](Cl)(=[O:32])=[O:31])=[CH:26][CH:25]=1.C(N(C(C)C)CC)(C)C. The catalyst is C1COCC1. The product is [O:1]1[CH2:6][CH2:5][CH2:4][CH2:3][CH:2]1[CH2:7][O:8][NH:9][S:30]([C:27]1[CH:26]=[CH:25][C:24]([O:23][CH3:22])=[CH:29][CH:28]=1)(=[O:32])=[O:31]. The yield is 0.0700. (2) The reactants are F[C:2]1[CH:7]=[CH:6][CH:5]=[C:4]([F:8])[C:3]=1[N+:9]([O-:11])=[O:10].[CH3:12][O:13][C:14]1[CH:19]=[CH:18][C:17]([NH2:20])=[CH:16][CH:15]=1.C(=O)([O-])[O-].[K+].[K+].O. The catalyst is CN(C)C=O. The product is [F:8][C:4]1[C:3]([N+:9]([O-:11])=[O:10])=[C:2]([CH:7]=[CH:6][CH:5]=1)[NH:20][C:17]1[CH:18]=[CH:19][C:14]([O:13][CH3:12])=[CH:15][CH:16]=1. The yield is 0.640. (3) The reactants are [I:1][C:2]1[CH:3]=[C:4]2[C:8](=[CH:9][CH:10]=1)[NH:7][C:6](=[O:11])[C:5]2=O.[C:13]1([C:19]2[N:20]=[C:21]3[S:26][CH:25]=[C:24]([CH2:27][C:28]([NH:30][NH2:31])=[O:29])[N:22]3[N:23]=2)[CH:18]=[CH:17][CH:16]=[CH:15][CH:14]=1. The catalyst is C(O)(=O)C. The product is [I:1][C:2]1[CH:3]=[C:4]2[C:8](=[CH:9][CH:10]=1)[NH:7][C:6](=[O:11])[C:5]2=[N:31][NH:30][C:28](=[O:29])[CH2:27][C:24]1[N:22]2[N:23]=[C:19]([C:13]3[CH:14]=[CH:15][CH:16]=[CH:17][CH:18]=3)[N:20]=[C:21]2[S:26][CH:25]=1. The yield is 0.480. (4) The product is [C:11]1([NH:10][C:8]([CH2:7][CH2:6][CH2:5][CH2:4][CH2:3][CH2:2][C:1]([O:18][NH:58][C:56](=[O:57])[CH2:55][CH2:54][CH2:53][CH2:52][CH2:51][CH2:50][C:48]([NH:47][C:44]2[CH:45]=[CH:46][CH:41]=[CH:42][CH:43]=2)=[O:49])=[O:17])=[O:9])[CH:12]=[CH:13][CH:14]=[CH:15][CH:16]=1. The reactants are [C:1]([OH:18])(=[O:17])[CH2:2][CH2:3][CH2:4][CH2:5][CH2:6][CH2:7][C:8]([NH:10][C:11]1[CH:16]=[CH:15][CH:14]=[CH:13][CH:12]=1)=[O:9].ON1C2C=CC=CC=2N=N1.Cl.CN(C)CCCN=C=NCC.[CH:41]1[CH:46]=[CH:45][C:44]([NH:47][C:48]([CH2:50][CH2:51][CH2:52][CH2:53][CH2:54][CH2:55][C:56]([NH:58]O)=[O:57])=[O:49])=[CH:43][CH:42]=1. The yield is 0.770. The catalyst is CN(C=O)C. (5) The reactants are Cl.[F:2][C:3]1[CH:8]=[CH:7][C:6]([C:9](=[O:23])[CH:10]([NH2:22])[CH2:11][C:12]2[CH:17]=[CH:16][C:15]([C:18]([F:21])([F:20])[F:19])=[CH:14][CH:13]=2)=[CH:5][CH:4]=1.[CH3:24][C:25]1[C:34]2[C:29](=[CH:30][CH:31]=[CH:32][CH:33]=2)[C:28]([C:35](O)=[O:36])=[CH:27][CH:26]=1.Cl.C(N=C=NCCCN(C)C)C.ON1C2C=CC=CC=2N=N1.C1CCN2C(=NCCC2)CC1.Cl. The catalyst is CN(C)C=O.O. The product is [F:2][C:3]1[CH:4]=[CH:5][C:6]([C:9](=[O:23])[CH:10]([NH:22][C:35]([C:28]2[C:29]3[C:34](=[CH:33][CH:32]=[CH:31][CH:30]=3)[C:25]([CH3:24])=[CH:26][CH:27]=2)=[O:36])[CH2:11][C:12]2[CH:17]=[CH:16][C:15]([C:18]([F:21])([F:20])[F:19])=[CH:14][CH:13]=2)=[CH:7][CH:8]=1. The yield is 0.800. (6) The reactants are C(Cl)(=O)C(Cl)=O.[Cl:7][C:8]1[O:12][N:11]=[C:10]([C:13]([OH:15])=O)[CH:9]=1.CN(C=O)C.[N-:21]=[N+:22]=[N-:23].[Na+]. The catalyst is C(Cl)Cl. The product is [Cl:7][C:8]1[O:12][N:11]=[C:10]([C:13]([N:21]=[N+:22]=[N-:23])=[O:15])[CH:9]=1. The yield is 0.550. (7) The reactants are [C:1]([O:4][C:5]1[CH:26]=[CH:25][C:8]([C:9]2[C:18](=[O:19])[C:17]3[C:12](=[CH:13][C:14]([O:21][C:22](=[O:24])[CH3:23])=[CH:15][C:16]=3[CH3:20])[O:11][CH:10]=2)=[CH:7][CH:6]=1)(=[O:3])[CH3:2]. The catalyst is C(OCC)(=O)C.[Pd]. The product is [C:1]([O:4][C:5]1[CH:26]=[CH:25][C:8]([CH:9]2[C:18](=[O:19])[C:17]3[C:12](=[CH:13][C:14]([O:21][C:22](=[O:24])[CH3:23])=[CH:15][C:16]=3[CH3:20])[O:11][CH2:10]2)=[CH:7][CH:6]=1)(=[O:3])[CH3:2]. The yield is 0.670.